This data is from Full USPTO retrosynthesis dataset with 1.9M reactions from patents (1976-2016). The task is: Predict the reactants needed to synthesize the given product. Given the product [CH3:28][C:4]1[C:3]([NH:2][C:29]2[CH:34]=[CH:33][CH:32]=[CH:31][CH:30]=2)=[CH:27][N:6]2[C:5]=1[C:10]([NH:11][C:12]1[CH:13]=[CH:14][C:15]([O:18][C:19]3[CH:24]=[CH:23][CH:22]=[CH:21][CH:20]=3)=[CH:16][CH:17]=1)=[C:9]([C:25]#[N:26])[CH:8]=[N:7]2, predict the reactants needed to synthesize it. The reactants are: Cl.[NH2:2][C:3]1[C:4]([CH3:28])=[C:5]2[C:10]([NH:11][C:12]3[CH:17]=[CH:16][C:15]([O:18][C:19]4[CH:24]=[CH:23][CH:22]=[CH:21][CH:20]=4)=[CH:14][CH:13]=3)=[C:9]([C:25]#[N:26])[CH:8]=[N:7][N:6]2[CH:27]=1.[C:29]1(B(O)O)[CH:34]=[CH:33][CH:32]=[CH:31][CH:30]=1.